From a dataset of Forward reaction prediction with 1.9M reactions from USPTO patents (1976-2016). Predict the product of the given reaction. (1) Given the reactants [NH2:1][C:2]1[CH:3]=[C:4]([C:8]2([CH3:23])[CH:13]3[CH:9]2[C:10](=[O:22])[N:11]([CH2:15][C:16]2[CH:21]=[CH:20][CH:19]=[CH:18][CH:17]=2)[C:12]3=[O:14])[CH:5]=[CH:6][CH:7]=1.N1C=CC=CC=1.[CH3:30][S:31](Cl)(=[O:33])=[O:32], predict the reaction product. The product is: [CH2:15]([N:11]1[C:12](=[O:14])[CH:13]2[CH:9]([C:8]2([C:4]2[CH:3]=[C:2]([NH:1][S:31]([CH3:30])(=[O:33])=[O:32])[CH:7]=[CH:6][CH:5]=2)[CH3:23])[C:10]1=[O:22])[C:16]1[CH:17]=[CH:18][CH:19]=[CH:20][CH:21]=1. (2) Given the reactants [N+](C1C=CC(COC([N:12]2[CH2:17][CH2:16][CH:15]([NH:18][C:19]([C:21]3[N:22]=[C:23]([N:26]4[CH2:29][CH:28]([S:30][C:31]5[C@H:32]([CH3:55])[C@@H:33]6[C@@H:50]([C@H:51]([OH:53])[CH3:52])[C:49](=[O:54])[N:34]6[C:35]=5[C:36]([O:38]CC5C=CC([N+]([O-])=O)=CC=5)=[O:37])[CH2:27]4)[S:24][CH:25]=3)=[O:20])[CH2:14][CH2:13]2)=O)=CC=1)([O-])=O, predict the reaction product. The product is: [NH:12]1[CH2:13][CH2:14][CH:15]([NH:18][C:19]([C:21]2[N:22]=[C:23]([N:26]3[CH2:27][CH:28]([S:30][C:31]4[C@H:32]([CH3:55])[C@@H:33]5[C@@H:50]([C@H:51]([OH:53])[CH3:52])[C:49](=[O:54])[N:34]5[C:35]=4[C:36]([OH:38])=[O:37])[CH2:29]3)[S:24][CH:25]=2)=[O:20])[CH2:16][CH2:17]1. (3) Given the reactants [CH3:1][O:2][C:3]1[CH:8]=[CH:7][C:6]([NH:9][C:10](=[O:20])[C:11]2[CH:16]=[CH:15][CH:14]=[CH:13][C:12]=2[N+:17]([O-])=O)=[CH:5][CH:4]=1.[OH-].[Na+], predict the reaction product. The product is: [CH3:1][O:2][C:3]1[CH:8]=[CH:7][C:6]([N:9]2[C:10]([OH:20])=[C:11]3[C:12]([CH:13]=[CH:14][CH:15]=[CH:16]3)=[N:17]2)=[CH:5][CH:4]=1. (4) Given the reactants [CH:1]([C:3]1[CH:4]=[CH:5][C:6]2[N:7]([C:9]([C:12]([NH:14][CH2:15][CH3:16])=[O:13])=[CH:10][N:11]=2)[CH:8]=1)=C.N1C(C)=CC=CC=1C.[O:25]1CCOCC1.O, predict the reaction product. The product is: [CH2:15]([NH:14][C:12]([C:9]1[N:7]2[CH:8]=[C:3]([CH:1]=[O:25])[CH:4]=[CH:5][C:6]2=[N:11][CH:10]=1)=[O:13])[CH3:16].